Predict the product of the given reaction. From a dataset of Forward reaction prediction with 1.9M reactions from USPTO patents (1976-2016). (1) Given the reactants [H-].[Na+].[NH:3]1[CH2:7][CH2:6][CH2:5][C:4]1=[O:8].[CH3:9][O:10][C:11]1[C:16]2[N:17]=[C:18]([NH:20][C:21](=[O:30])[C:22]3[CH:27]=[CH:26][C:25]([CH2:28]Cl)=[CH:24][CH:23]=3)[S:19][C:15]=2[C:14]([N:31]2[CH2:36][CH2:35][O:34][CH2:33][CH2:32]2)=[CH:13][CH:12]=1, predict the reaction product. The product is: [CH3:9][O:10][C:11]1[C:16]2[N:17]=[C:18]([NH:20][C:21](=[O:30])[C:22]3[CH:23]=[CH:24][C:25]([CH2:28][N:3]4[CH2:7][CH2:6][CH2:5][C:4]4=[O:8])=[CH:26][CH:27]=3)[S:19][C:15]=2[C:14]([N:31]2[CH2:32][CH2:33][O:34][CH2:35][CH2:36]2)=[CH:13][CH:12]=1. (2) The product is: [N:35]1([C:11]2[NH:10][C:14]3=[N:15][CH:16]=[C:17]([NH:19][C:27](=[O:28])[O:29][C:30]([CH3:31])([CH3:32])[CH3:33])[CH:18]=[C:13]3[CH:12]=2)[CH:39]=[CH:38][CH:37]=[N:36]1. Given the reactants C1(S([N:10]2[C:14]3=[N:15][CH:16]=[C:17]([N:19]([C:27]([O:29][C:30]([CH3:33])([CH3:32])[CH3:31])=[O:28])C(=O)OC(C)(C)C)[CH:18]=[C:13]3[CH:12]=[C:11]2Br)(=O)=O)C=CC=CC=1.[NH:35]1[CH:39]=[CH:38][CH:37]=[N:36]1.C1(P(C2C=CC=CC=2)C2C=CC3C(=CC=CC=3)C=2C2C3C(=CC=CC=3)C=CC=2P(C2C=CC=CC=2)C2C=CC=CC=2)C=CC=CC=1.CC(C)([O-])C.[K+], predict the reaction product. (3) The product is: [CH2:1]([O:3][C:4]([C:6]1[C:14]2[C:9](=[CH:10][CH:11]=[C:12]([O:15][C:16]3[C:21]([C:22]#[N:23])=[CH:20][CH:19]=[C:18]([CH3:24])[N:17]=3)[CH:13]=2)[N:8]([C:25]2[CH:26]=[CH:27][C:28]([O:31][CH:32]([CH3:33])[CH3:34])=[CH:29][CH:30]=2)[C:7]=1[CH2:35][C:36]([OH:38])=[O:37])=[O:5])[CH3:2]. Given the reactants [CH2:1]([O:3][C:4]([C:6]1[C:14]2[C:9](=[CH:10][CH:11]=[C:12]([O:15][C:16]3[C:21]([C:22]#[N:23])=[CH:20][CH:19]=[C:18]([CH3:24])[N:17]=3)[CH:13]=2)[N:8]([C:25]2[CH:30]=[CH:29][C:28]([O:31][CH:32]([CH3:34])[CH3:33])=[CH:27][CH:26]=2)[C:7]=1[CH2:35][C:36]([O:38]CC)=[O:37])=[O:5])[CH3:2].[OH-].[Na+], predict the reaction product. (4) Given the reactants O[CH2:2][CH2:3][CH2:4][CH:5]1[CH2:10][CH2:9][N:8]([C:11]([O:13][C:14]([CH3:17])([CH3:16])[CH3:15])=[O:12])[CH2:7][CH2:6]1.C(Br)(Br)(Br)[Br:19].C1(P(C2C=CC=CC=2)C2C=CC=CC=2)C=CC=CC=1.[Cl-].[Na+], predict the reaction product. The product is: [Br:19][CH2:2][CH2:3][CH2:4][CH:5]1[CH2:10][CH2:9][N:8]([C:11]([O:13][C:14]([CH3:17])([CH3:16])[CH3:15])=[O:12])[CH2:7][CH2:6]1. (5) Given the reactants [NH:1]([C:3]1[N:8]=[CH:7][C:6]([C:9]([O:11][C:12]([CH3:15])([CH3:14])[CH3:13])=[O:10])=[CH:5][CH:4]=1)[NH2:2].O=[C:17]1[CH2:21][S:20][CH2:19][CH:18]1[C:22](OC)=[O:23], predict the reaction product. The product is: [O:23]=[C:22]1[N:1]([C:3]2[N:8]=[CH:7][C:6]([C:9]([O:11][C:12]([CH3:15])([CH3:14])[CH3:13])=[O:10])=[CH:5][CH:4]=2)[NH:2][C:17]2[CH2:21][S:20][CH2:19][C:18]1=2.